This data is from Forward reaction prediction with 1.9M reactions from USPTO patents (1976-2016). The task is: Predict the product of the given reaction. (1) Given the reactants [Cl:1][C:2]1[CH:7]=[C:6]([F:8])[CH:5]=[CH:4][C:3]=1[N:9]1[CH2:14][CH2:13][N:12](C(C2C=CC=C(C(F)(F)F)C=2Cl)=O)[CH2:11][C:10]1=[O:28].N1CCNCC1=O.ClC1C=C(F)C=CC=1I.CNC1CCCCC1NC.P([O-])([O-])([O-])=O.[K+].[K+].[K+], predict the reaction product. The product is: [Cl:1][C:2]1[CH:7]=[C:6]([F:8])[CH:5]=[CH:4][C:3]=1[N:9]1[CH2:14][CH2:13][NH:12][CH2:11][C:10]1=[O:28]. (2) Given the reactants [CH3:1][O:2][C:3]([C:5]1([C:8]2[CH:13]=[CH:12][C:11]([OH:14])=[C:10]([C:15](=O)[CH3:16])[CH:9]=2)[CH2:7][CH2:6]1)=[O:4].Cl.[NH2:19][OH:20].C([O-])(=O)C.[Na+], predict the reaction product. The product is: [CH3:1][O:2][C:3]([C:5]1([C:8]2[CH:13]=[CH:12][C:11]([OH:14])=[C:10]([C:15](=[N:19][OH:20])[CH3:16])[CH:9]=2)[CH2:7][CH2:6]1)=[O:4]. (3) The product is: [Cl:1][C:2]1[CH:7]=[C:6]([Cl:8])[C:5]([O:9][CH3:10])=[CH:4][C:3]=1[NH:11][C:12]1[C:17]([C:18]#[N:19])=[CH:16][N:15]=[C:14]2[CH:20]=[C:21]([C:29]3[CH:30]=[CH:31][C:26]([CH:24]=[O:25])=[CH:27][CH:28]=3)[S:22][C:13]=12. Given the reactants [Cl:1][C:2]1[CH:7]=[C:6]([Cl:8])[C:5]([O:9][CH3:10])=[CH:4][C:3]=1[NH:11][C:12]1[C:17]([C:18]#[N:19])=[CH:16][N:15]=[C:14]2[CH:20]=[C:21](I)[S:22][C:13]=12.[CH:24]([C:26]1[CH:31]=[CH:30][C:29](B(O)O)=[CH:28][CH:27]=1)=[O:25], predict the reaction product. (4) Given the reactants C(OC([N:8]1[CH2:13][CH2:12][N:11]([C:14]2[CH:23]=[CH:22][C:21]3[C:16](=[CH:17][CH:18]=[CH:19][CH:20]=3)[N:15]=2)[CH2:10][CH2:9]1)=O)(C)(C)C.[ClH:24], predict the reaction product. The product is: [ClH:24].[N:11]1([C:14]2[CH:23]=[CH:22][C:21]3[C:16](=[CH:17][CH:18]=[CH:19][CH:20]=3)[N:15]=2)[CH2:10][CH2:9][NH:8][CH2:13][CH2:12]1. (5) Given the reactants [N:1]1([CH2:6][CH2:7][O:8][C:9]2[CH:10]=[C:11]3[C:16](=[CH:17][CH:18]=2)[CH:15]=[C:14]([C:19]2[C:27]4[C:22](=[CH:23][CH:24]=[C:25]([C:28]#[N:29])[CH:26]=4)[N:21](C4CCCCO4)[N:20]=2)[CH:13]=[CH:12]3)[CH2:5][CH2:4][CH2:3][CH2:2]1, predict the reaction product. The product is: [N:1]1([CH2:6][CH2:7][O:8][C:9]2[CH:10]=[C:11]3[C:16](=[CH:17][CH:18]=2)[CH:15]=[C:14]([C:19]2[C:27]4[C:22](=[CH:23][CH:24]=[C:25]([C:28]#[N:29])[CH:26]=4)[NH:21][N:20]=2)[CH:13]=[CH:12]3)[CH2:2][CH2:3][CH2:4][CH2:5]1. (6) Given the reactants C(O[C:6]([N:8]1[CH2:12][C:11](=[N:13][O:14][CH3:15])[CH2:10][C@H:9]1[C:16]([OH:18])=O)=[O:7])(C)(C)C.[C:19](Cl)(=O)C.[CH2:23]([N:25]1[C:37]2[CH:36]=[CH:35][C:34]([NH2:38])=[CH:33][C:32]=2[C:31]2[C:26]1=[CH:27][CH:28]=[CH:29][CH:30]=2)[CH3:24], predict the reaction product. The product is: [C:6]([N:8]1[CH2:12][C:11](=[N:13][O:14][CH3:15])[CH2:10][C@H:9]1[C:16]([NH:38][C:34]1[CH:35]=[CH:36][C:37]2[N:25]([CH2:23][CH3:24])[C:26]3[C:31]([C:32]=2[CH:33]=1)=[CH:30][CH:29]=[CH:28][CH:27]=3)=[O:18])(=[O:7])[CH3:19].